From a dataset of Reaction yield outcomes from USPTO patents with 853,638 reactions. Predict the reaction yield, written as a fraction of the theoretical maximum amount of product (1.0 means a 100% yield; for example, 0.34 means a 34% yield). (1) The reactants are [Li+].CC([N-]C(C)C)C.[C:9](#[N:11])[CH3:10].[CH3:12][NH:13][C:14]([C:16]1[CH:17]=[C:18]([CH2:22][CH2:23][C:24](OC)=O)[CH:19]=[CH:20][CH:21]=1)=[O:15].Cl.[NH2:29][NH2:30]. The catalyst is O1CCCC1.C(O)C. The product is [NH2:11][C:9]1[NH:30][N:29]=[C:24]([CH2:23][CH2:22][C:18]2[CH:17]=[C:16]([CH:21]=[CH:20][CH:19]=2)[C:14]([NH:13][CH3:12])=[O:15])[CH:10]=1. The yield is 0.136. (2) The reactants are [Cl:1][C:2]1[CH:3]=[C:4]([CH:8]=[CH:9][N:10]=1)[C:5]([OH:7])=O.[CH2:11]([NH2:18])[C:12]1[CH:17]=[CH:16][CH:15]=[CH:14][CH:13]=1.C(N(CC)CC)C. The catalyst is S(Cl)(Cl)=O.ClCCl. The product is [CH2:11]([NH:18][C:5](=[O:7])[C:4]1[CH:8]=[CH:9][N:10]=[C:2]([Cl:1])[CH:3]=1)[C:12]1[CH:17]=[CH:16][CH:15]=[CH:14][CH:13]=1. The yield is 0.490. (3) The reactants are [CH3:1][O:2][C:3]1[CH:4]=[C:5]([C:8]([O:11]COC)=[CH:9][N:10]=1)[CH:6]=[O:7].Cl.C([O-])([O-])=O.[K+].[K+]. The catalyst is C1COCC1.O. The product is [OH:11][C:8]1[C:5]([CH:6]=[O:7])=[CH:4][C:3]([O:2][CH3:1])=[N:10][CH:9]=1. The yield is 0.746. (4) The reactants are [C:1]([O:5][C:6]([N:8]1[CH2:12][C@H:11]([CH2:13][O:14][CH3:15])[CH2:10][C@H:9]1[C:16]1[NH:20][C:19]2[C:21]3[C:26]([CH:27]=[CH:28][C:18]=2[N:17]=1)=[CH:25][C:24]1[C:29]2[C:34]([CH2:35][O:36][C:23]=1[CH:22]=3)=[CH:33][C:32](Cl)=[CH:31][CH:30]=2)=[O:7])([CH3:4])([CH3:3])[CH3:2].[B:38]1([B:38]2[O:42][C:41]([CH3:44])([CH3:43])[C:40]([CH3:46])([CH3:45])[O:39]2)[O:42][C:41]([CH3:44])([CH3:43])[C:40]([CH3:46])([CH3:45])[O:39]1.C([O-])(=O)C.[K+].C1(P(C2CCCCC2)C2C=CC=CC=2C2C(CCC)=CC(CCC)=CC=2CCC)CCCCC1. The catalyst is O1CCOCC1.C(OCC)(=O)C.[Pd].C(=CC(C=CC1C=CC=CC=1)=O)C1C=CC=CC=1.C(=CC(C=CC1C=CC=CC=1)=O)C1C=CC=CC=1.C(=CC(C=CC1C=CC=CC=1)=O)C1C=CC=CC=1. The product is [CH3:15][O:14][CH2:13][C@H:11]1[CH2:12][N:8]([C:6]([O:5][C:1]([CH3:4])([CH3:2])[CH3:3])=[O:7])[C@H:9]([C:16]2[NH:20][C:19]3[C:21]4[C:26]([CH:27]=[CH:28][C:18]=3[N:17]=2)=[CH:25][C:24]2[C:29]3[C:34]([CH2:35][O:36][C:23]=2[CH:22]=4)=[CH:33][C:32]([B:38]2[O:42][C:41]([CH3:44])([CH3:43])[C:40]([CH3:46])([CH3:45])[O:39]2)=[CH:31][CH:30]=3)[CH2:10]1. The yield is 0.960. (5) The reactants are [CH3:1][NH:2][N:3]=[CH:4][C:5](=[O:7])[CH3:6].[CH2:8]([C:13]1[CH:18]=[CH:17][C:16]([C:19](=O)[CH:20]=[O:21])=[CH:15][CH:14]=1)[CH2:9][CH2:10][CH2:11][CH3:12]. The catalyst is C(O)(=O)C. The product is [CH2:8]([C:13]1[CH:18]=[CH:17][C:16]([C:19]2[N:2]([CH3:1])[N:3]=[C:4]([C:5](=[O:7])[CH3:6])[C:20]=2[OH:21])=[CH:15][CH:14]=1)[CH2:9][CH2:10][CH2:11][CH3:12]. The yield is 0.103. (6) The reactants are C([O:8][C:9]1[CH:21]=[CH:20][C:19]2[C:18]3[C:13](=[CH:14][C:15]([N:22]([CH3:25])[CH:23]=[O:24])=[CH:16][CH:17]=3)[N:12]([C:26]([O:28][C:29]([CH3:32])([CH3:31])[CH3:30])=[O:27])[C:11]=2[CH:10]=1)C1C=CC=CC=1. The catalyst is CO.[Pd]. The product is [OH:8][C:9]1[CH:21]=[CH:20][C:19]2[C:18]3[C:13](=[CH:14][C:15]([N:22]([CH3:25])[CH:23]=[O:24])=[CH:16][CH:17]=3)[N:12]([C:26]([O:28][C:29]([CH3:32])([CH3:31])[CH3:30])=[O:27])[C:11]=2[CH:10]=1. The yield is 1.00.